This data is from Human liver microsome stability data. The task is: Regression/Classification. Given a drug SMILES string, predict its absorption, distribution, metabolism, or excretion properties. Task type varies by dataset: regression for continuous measurements (e.g., permeability, clearance, half-life) or binary classification for categorical outcomes (e.g., BBB penetration, CYP inhibition). Dataset: hlm. (1) The drug is O=[N+]([O-])CC(c1ncccc1F)c1c(-c2ccccc2)[nH]c2ccccc12. The result is 1 (stable in human liver microsomes). (2) The molecule is O=C1NCC2(CCCNC2)c2[nH]c(-c3ccnc(-c4ccc5c(c4)OCO5)n3)cc21. The result is 0 (unstable in human liver microsomes). (3) The molecule is CN[C@@H]1Cc2ccccc2[C@@H](c2ccc(Cl)c(Cl)c2)C1. The result is 0 (unstable in human liver microsomes). (4) The compound is CS(=O)(=O)CCON=Cc1cc(C(=O)NOCCO)c(Nc2ccc(I)cc2F)c(F)c1F. The result is 0 (unstable in human liver microsomes).